Dataset: Forward reaction prediction with 1.9M reactions from USPTO patents (1976-2016). Task: Predict the product of the given reaction. (1) Given the reactants [Cl:1][C:2]1[CH:7]=[CH:6][C:5]([C:8]2[CH2:13][CH2:12][C:11]([CH3:15])([CH3:14])[CH2:10][C:9]=2[CH:16]=O)=[CH:4][CH:3]=1.[N:18]1([C:24]2[CH:34]=[CH:33][C:27]([C:28]([O:30][CH2:31][CH3:32])=[O:29])=[CH:26][CH:25]=2)[CH2:23][CH2:22][NH:21][CH2:20][CH2:19]1, predict the reaction product. The product is: [Cl:1][C:2]1[CH:3]=[CH:4][C:5]([C:8]2[CH2:13][CH2:12][C:11]([CH3:14])([CH3:15])[CH2:10][C:9]=2[CH2:16][N:21]2[CH2:20][CH2:19][N:18]([C:24]3[CH:25]=[CH:26][C:27]([C:28]([O:30][CH2:31][CH3:32])=[O:29])=[CH:33][CH:34]=3)[CH2:23][CH2:22]2)=[CH:6][CH:7]=1. (2) Given the reactants [C:1]([O:4][C:5](=[O:7])[CH3:6])(=O)[CH3:2].[C:8]1([C:14]2[CH:19]=CC(O)=[CH:16][CH:15]=2)[CH:13]=[CH:12][CH:11]=[CH:10][CH:9]=1, predict the reaction product. The product is: [C:5]([O:4][C:1]1[CH:16]=[CH:15][C:14]([C:8]2[CH:13]=[CH:12][CH:11]=[CH:10][CH:9]=2)=[CH:19][CH:2]=1)(=[O:7])[CH3:6]. (3) Given the reactants C(O[CH:4](OCC)[CH2:5][S:6][C:7]1[CH:12]=[CH:11][CH:10]=[CH:9][C:8]=1[CH3:13])C.O, predict the reaction product. The product is: [CH3:13][C:8]1[C:7]2[S:6][CH:5]=[CH:4][C:12]=2[CH:11]=[CH:10][CH:9]=1.